Dataset: Catalyst prediction with 721,799 reactions and 888 catalyst types from USPTO. Task: Predict which catalyst facilitates the given reaction. (1) Reactant: [F:1][C:2]1[CH:7]=[CH:6][C:5]([C:8]2[CH:13]=[CH:12][N:11]=[CH:10][C:9]=2[N:14]([CH3:28])[C:15](=[O:27])[C:16]2[CH:21]=[C:20]([C:22]([F:25])([F:24])[F:23])[CH:19]=[C:18]([SH:26])[CH:17]=2)=[C:4]([O:29][CH3:30])[CH:3]=1.CCN(C(C)C)[CH:34]([CH3:36])[CH3:35].[NH4+].[Cl-].CC[O:44][C:45]([CH3:47])=[O:46]. The catalyst class is: 10. Product: [F:1][C:2]1[CH:7]=[CH:6][C:5]([C:8]2[CH:13]=[CH:12][N:11]=[CH:10][C:9]=2[N:14]([CH3:28])[C:15]([C:16]2[CH:17]=[C:18]([S:26][CH2:35][CH2:34][CH2:36][CH2:47][C:45]([OH:44])=[O:46])[CH:19]=[C:20]([C:22]([F:25])([F:24])[F:23])[CH:21]=2)=[O:27])=[C:4]([O:29][CH3:30])[CH:3]=1. (2) Reactant: [Cl:1][C:2]1[CH:7]=[C:6]([CH2:8][NH:9][CH2:10][C@H:11]([OH:24])[C:12]2[CH:21]=[CH:20][C:19]([OH:22])=[C:18]3[C:13]=2[CH:14]=[CH:15][C:16](=[O:23])[NH:17]3)[C:5]([O:25][CH3:26])=[CH:4][C:3]=1[NH:27][C:28]([CH2:30][CH2:31][N:32]1[CH2:37][CH2:36][CH:35]([O:38][C:39](=[O:53])[NH:40][C:41]2[CH:46]=[CH:45][CH:44]=[CH:43][C:42]=2[C:47]2[CH:52]=[CH:51][CH:50]=[CH:49][CH:48]=2)[CH2:34][CH2:33]1)=[O:29].[C:54]([OH:61])(=[O:60])[CH2:55][CH2:56][C:57]([OH:59])=[O:58].O. Product: [C:54]([OH:61])(=[O:60])[CH2:55][CH2:56][C:57]([OH:59])=[O:58].[Cl:1][C:2]1[CH:7]=[C:6]([CH2:8][NH:9][CH2:10][C@H:11]([OH:24])[C:12]2[CH:21]=[CH:20][C:19]([OH:22])=[C:18]3[C:13]=2[CH:14]=[CH:15][C:16](=[O:23])[NH:17]3)[C:5]([O:25][CH3:26])=[CH:4][C:3]=1[NH:27][C:28]([CH2:30][CH2:31][N:32]1[CH2:37][CH2:36][CH:35]([O:38][C:39](=[O:53])[NH:40][C:41]2[CH:46]=[CH:45][CH:44]=[CH:43][C:42]=2[C:47]2[CH:48]=[CH:49][CH:50]=[CH:51][CH:52]=2)[CH2:34][CH2:33]1)=[O:29]. The catalyst class is: 8. (3) Reactant: CC1C=CC(S(O[CH2:12][C@@H:13]2[O:27][C:17]3=[C:18]4[C:23](=[CH:24][CH:25]=[C:16]3[O:15][CH2:14]2)[N:22]=[C:21]([CH3:26])[CH:20]=[CH:19]4)(=O)=O)=CC=1.[F:28][C:29]([F:46])([F:45])[C:30]1[CH:31]=[C:32]([C:36]2([OH:44])[CH2:42][CH:41]3[NH:43][CH:38]([CH2:39][CH2:40]3)[CH2:37]2)[CH:33]=[CH:34][CH:35]=1. Product: [CH3:26][C:21]1[CH:20]=[CH:19][C:18]2[C:23](=[CH:24][CH:25]=[C:16]3[O:15][CH2:14][CH:13]([CH2:12][N:43]4[CH:41]5[CH2:40][CH2:39][CH:38]4[CH2:37][C:36]([C:32]4[CH:33]=[CH:34][CH:35]=[C:30]([C:29]([F:28])([F:45])[F:46])[CH:31]=4)([OH:44])[CH2:42]5)[O:27][C:17]3=2)[N:22]=1. The catalyst class is: 16. (4) Reactant: [OH:1][C:2]1[CH:7]=[C:6]([CH3:8])[CH:5]=[CH:4][C:3]=1[C:9](=[O:18])[CH2:10][C:11]([O:13][C:14]([CH3:17])([CH3:16])[CH3:15])=[O:12].[CH:19](=O)[C:20]1[CH:25]=[CH:24][CH:23]=[CH:22][CH:21]=1.N1CCCCC1.C(O)(=O)C. Product: [OH:1][C:2]1[CH:7]=[C:6]([CH3:8])[CH:5]=[CH:4][C:3]=1[C:9](/[C:10](=[CH:19]\[C:20]1[CH:25]=[CH:24][CH:23]=[CH:22][CH:21]=1)/[C:11]([O:13][C:14]([CH3:15])([CH3:17])[CH3:16])=[O:12])=[O:18]. The catalyst class is: 48. (5) Reactant: [Br:1][C:2]1[CH:3]=[CH:4][C:5]([CH2:8][O:9][CH2:10][C:11](OC)=[O:12])=[N:6][CH:7]=1.[BH4-].[Na+]. Product: [Br:1][C:2]1[CH:3]=[CH:4][C:5]([CH2:8][O:9][CH2:10][CH2:11][OH:12])=[N:6][CH:7]=1. The catalyst class is: 40.